The task is: Regression. Given a peptide amino acid sequence and an MHC pseudo amino acid sequence, predict their binding affinity value. This is MHC class I binding data.. This data is from Peptide-MHC class I binding affinity with 185,985 pairs from IEDB/IMGT. (1) The peptide sequence is RRRKGWIPL. The MHC is HLA-A30:01 with pseudo-sequence HLA-A30:01. The binding affinity (normalized) is 0.635. (2) The peptide sequence is NTDEIPELI. The MHC is HLA-B39:01 with pseudo-sequence HLA-B39:01. The binding affinity (normalized) is 0.0847. (3) The peptide sequence is IEVKFHPIL. The MHC is HLA-B08:01 with pseudo-sequence HLA-B08:01. The binding affinity (normalized) is 0.381. (4) The peptide sequence is SLVWAPLILAYF. The MHC is HLA-B45:01 with pseudo-sequence HLA-B45:01. The binding affinity (normalized) is 0. (5) The peptide sequence is APAKKAAAK. The MHC is HLA-B08:02 with pseudo-sequence HLA-B08:02. The binding affinity (normalized) is 0.0847. (6) The peptide sequence is SVSGTFVAEF. The MHC is HLA-A26:01 with pseudo-sequence HLA-A26:01. The binding affinity (normalized) is 0.258.